Dataset: Catalyst prediction with 721,799 reactions and 888 catalyst types from USPTO. Task: Predict which catalyst facilitates the given reaction. (1) Reactant: [CH2:1]([O:3][C:4](=[O:25])[C:5]1[CH:10]=[CH:9][C:8]([NH:11][CH:12]=[C:13]2[C:18](=[O:19])OC(C)(C)OC2=O)=[CH:7][C:6]=1[O:23][CH3:24])[CH3:2]. Product: [CH2:1]([O:3][C:4]([C:5]1[CH:10]=[C:9]2[C:8](=[CH:7][C:6]=1[O:23][CH3:24])[NH:11][CH:12]=[CH:13][C:18]2=[O:19])=[O:25])[CH3:2]. The catalyst class is: 237. (2) Reactant: C(O)(C(F)(F)F)=O.[N+:8]([C:11]1[CH:12]=[N:13][CH:14]=[CH:15][C:16]=1[C:17]1[CH2:18][CH2:19][N:20](C(OC(C)(C)C)=O)[CH2:21][CH:22]=1)([O-:10])=[O:9]. Product: [N+:8]([C:11]1[CH:12]=[N:13][CH:14]=[CH:15][C:16]=1[C:17]1[CH2:18][CH2:19][NH:20][CH2:21][CH:22]=1)([O-:10])=[O:9]. The catalyst class is: 2. (3) Reactant: [Cl:1][C:2]1[CH:7]=[CH:6][C:5]([S:8]([C:11]2[S:20][C:14]3=[N:15][CH:16]=[C:17](N)[CH:18]=[C:13]3[C:12]=2[C:21]2[CH:26]=[CH:25][C:24]([Cl:27])=[CH:23][CH:22]=2)(=[O:10])=[O:9])=[CH:4][CH:3]=1.[ClH:28].N([O-])=O.[Na+].C([O-])(O)=O.[Na+]. Product: [Cl:28][C:17]1[CH:18]=[C:13]2[C:12]([C:21]3[CH:22]=[CH:23][C:24]([Cl:27])=[CH:25][CH:26]=3)=[C:11]([S:8]([C:5]3[CH:4]=[CH:3][C:2]([Cl:1])=[CH:7][CH:6]=3)(=[O:9])=[O:10])[S:20][C:14]2=[N:15][CH:16]=1. The catalyst class is: 6. (4) Reactant: C(O[C:6](=[O:36])[NH:7][C:8]([C:13](=[O:35])[NH:14][C:15]1[CH:20]=[CH:19][C:18]([C:21]2[CH:26]=[CH:25][CH:24]=[CH:23][C:22]=2[S:27](=[O:34])(=[O:33])[NH:28][C:29]([CH3:32])([CH3:31])[CH3:30])=[CH:17][CH:16]=1)(O)[CH:9](C)[OH:10])(C)(C)C.[C:37]([OH:43])(C(F)(F)F)=O.C(N(CC)CC)C.[Cl:51][C:52]1[CH:57]=[CH:56][C:55]([N:58]=C=O)=[CH:54][CH:53]=1. Product: [C:29]([NH:28][S:27]([C:22]1[CH:23]=[CH:24][CH:25]=[CH:26][C:21]=1[C:18]1[CH:17]=[CH:16][C:15]([NH:14][C:13](=[O:35])[C:8]([NH:7][C:6]([NH:58][C:55]2[CH:56]=[CH:57][C:52]([Cl:51])=[CH:53][CH:54]=2)=[O:36])([CH2:37][OH:43])[CH2:9][OH:10])=[CH:20][CH:19]=1)(=[O:33])=[O:34])([CH3:30])([CH3:31])[CH3:32]. The catalyst class is: 2. (5) Reactant: [OH:1][C:2]1[CH:7]=[CH:6][C:5]([CH2:8][C:9]([OH:11])=[O:10])=[CH:4][CH:3]=1.[CH3:12][C:13]1[CH:20]=[CH:19][C:16]([CH:17]=O)=[CH:15][CH:14]=1.C(=O)([O-])[O-].[K+].[K+].Cl.[C:28](OC(=O)C)(=[O:30])[CH3:29]. Product: [C:28]([O:1][C:2]1[CH:3]=[CH:4][C:5]([C:8](=[CH:12][C:13]2[CH:20]=[CH:19][C:16]([CH3:17])=[CH:15][CH:14]=2)[C:9]([OH:11])=[O:10])=[CH:6][CH:7]=1)(=[O:30])[CH3:29]. The catalyst class is: 69.